This data is from Reaction yield outcomes from USPTO patents with 853,638 reactions. The task is: Predict the reaction yield, written as a fraction of the theoretical maximum amount of product (1.0 means a 100% yield; for example, 0.34 means a 34% yield). (1) The reactants are [Cl:1][C:2]1[CH:3]=[C:4]([NH:9][C:10](=[O:13])[CH2:11][CH3:12])[CH:5]=[CH:6][C:7]=1[F:8].[Br:14]Br. The catalyst is C(O)(=O)C. The product is [Br:14][C:5]1[CH:6]=[C:7]([F:8])[C:2]([Cl:1])=[CH:3][C:4]=1[NH:9][C:10](=[O:13])[CH2:11][CH3:12]. The yield is 0.972. (2) The yield is 0.990. The catalyst is CO.[OH-].[Pd+2].[OH-]. The product is [F:22][C:21]([F:24])([F:23])[C:19]([OH:25])=[O:20].[OH:18][CH:16]1[CH2:17][NH:14][CH2:15]1. The reactants are C([N:14]1[CH2:17][CH:16]([OH:18])[CH2:15]1)(C1C=CC=CC=1)C1C=CC=CC=1.[C:19]([OH:25])([C:21]([F:24])([F:23])[F:22])=[O:20]. (3) The reactants are [Cl:1][C:2]1[CH:10]=[CH:9][CH:8]=[C:7]([N+:11]([O-:13])=[O:12])[C:3]=1[C:4]([OH:6])=O.O=S(Cl)Cl.[CH:18]1([NH2:21])[CH2:20][CH2:19]1.C([O-])(O)=O.[Na+]. The catalyst is C1(C)C=CC=CC=1.O1CCOCC1. The product is [Cl:1][C:2]1[CH:10]=[CH:9][CH:8]=[C:7]([N+:11]([O-:13])=[O:12])[C:3]=1[C:4]([NH:21][CH:18]1[CH2:20][CH2:19]1)=[O:6]. The yield is 0.980. (4) No catalyst specified. The product is [CH3:30][S:29][C:28]1[N:27]=[CH:23][N:24]=[C:37]([NH:34][C:35]2[O:36][C@:5]3([CH2:4][N:3]=2)[CH:10]2[CH2:11][CH2:12][N:7]([CH2:8][CH2:9]2)[CH2:6]3)[CH:14]=1. The reactants are Cl.Cl.[NH2:3][CH2:4][C@@:5]1(O)[CH:10]2[CH2:11][CH2:12][N:7]([CH2:8][CH2:9]2)[CH2:6]1.[C:14]([O-])([O-])=O.[Cs+].[Cs+].ClC1N=C[N:24]=[C:23]([N:27]=[C:28](SC)[S:29][CH3:30])C=1.C[N:34]([CH3:37])[CH:35]=[O:36]. The yield is 0.482. (5) The reactants are [N:1]12[CH2:8][CH2:7][CH:4]([CH2:5][CH2:6]1)[C@@H:3]([O:9][C:10](=[O:28])[NH:11][C:12]1[CH:17]=[C:16](/[CH:18]=[CH:19]/[CH2:20][OH:21])[CH:15]=[CH:14][C:13]=1[C:22]1[CH:27]=[CH:26][CH:25]=[CH:24][CH:23]=1)[CH2:2]2. The catalyst is CC(OCC1C2C(=CC=CC=2)C(COC(C)=O)=C2C=1C=CC=C2)=O. The product is [N:1]12[CH2:6][CH2:5][CH:4]([CH2:7][CH2:8]1)[C@@H:3]([O:9][C:10](=[O:28])[NH:11][C:12]1[CH:17]=[C:16]([CH2:18][CH2:19][CH2:20][OH:21])[CH:15]=[CH:14][C:13]=1[C:22]1[CH:23]=[CH:24][CH:25]=[CH:26][CH:27]=1)[CH2:2]2. The yield is 0.620.